The task is: Regression. Given two drug SMILES strings and cell line genomic features, predict the synergy score measuring deviation from expected non-interaction effect.. This data is from Merck oncology drug combination screen with 23,052 pairs across 39 cell lines. (1) Drug 1: CS(=O)(=O)CCNCc1ccc(-c2ccc3ncnc(Nc4ccc(OCc5cccc(F)c5)c(Cl)c4)c3c2)o1. Drug 2: CCc1cnn2c(NCc3ccc[n+]([O-])c3)cc(N3CCCCC3CCO)nc12. Cell line: OV90. Synergy scores: synergy=-3.29. (2) Drug 1: NC(=O)c1cccc2cn(-c3ccc(C4CCCNC4)cc3)nc12. Drug 2: Cc1nc(Nc2ncc(C(=O)Nc3c(C)cccc3Cl)s2)cc(N2CCN(CCO)CC2)n1. Cell line: LNCAP. Synergy scores: synergy=23.5. (3) Drug 1: O=C(CCCCCCC(=O)Nc1ccccc1)NO. Drug 2: C=CCn1c(=O)c2cnc(Nc3ccc(N4CCN(C)CC4)cc3)nc2n1-c1cccc(C(C)(C)O)n1. Cell line: A2780. Synergy scores: synergy=3.19.